Predict which catalyst facilitates the given reaction. From a dataset of Catalyst prediction with 721,799 reactions and 888 catalyst types from USPTO. Product: [C:21]([O:20][C:18]([N:15]1[CH2:16][CH2:17][CH:12]([O:11][C:6]2[CH:5]=[CH:4][N:3]=[C:2]([Cl:1])[CH:7]=2)[CH2:13][CH2:14]1)=[O:19])([CH3:24])([CH3:22])[CH3:23]. The catalyst class is: 3. Reactant: [Cl:1][C:2]1[CH:7]=[C:6]([N+]([O-])=O)[CH:5]=[CH:4][N:3]=1.[OH:11][CH:12]1[CH2:17][CH2:16][N:15]([C:18]([O:20][C:21]([CH3:24])([CH3:23])[CH3:22])=[O:19])[CH2:14][CH2:13]1.[H-].[Na+].O.